Predict the reactants needed to synthesize the given product. From a dataset of Full USPTO retrosynthesis dataset with 1.9M reactions from patents (1976-2016). (1) Given the product [CH:1]1([C:4]2[N:9]=[C:8]([C:10]3[C:18]4[C:13](=[CH:14][CH:15]=[C:16]([C:19]5[O:20][C:21]([NH:24][CH:25]([CH3:27])[CH3:26])=[N:22][N:23]=5)[CH:17]=4)[NH:12][CH:11]=3)[N:7]=[C:6]([C:38]([OH:40])=[O:39])[CH:5]=2)[CH2:2][CH2:3]1, predict the reactants needed to synthesize it. The reactants are: [CH:1]1([C:4]2[N:9]=[C:8]([C:10]3[C:18]4[C:13](=[CH:14][CH:15]=[C:16]([C:19]5[O:20][C:21]([NH:24][CH:25]([CH3:27])[CH3:26])=[N:22][N:23]=5)[CH:17]=4)[N:12](S(C4C=CC(C)=CC=4)(=O)=O)[CH:11]=3)[N:7]=[C:6]([C:38]([O:40]C)=[O:39])[CH:5]=2)[CH2:3][CH2:2]1.[OH-].[Na+]. (2) Given the product [CH3:33][O:32][C:29]([C:2]1[CH:7]=[N:6][C:5]([N:8]2[CH2:12][CH2:11][CH2:10][CH2:9]2)=[C:4]([O:13][CH2:14][CH:15]2[CH2:19][CH2:18][CH2:17][CH2:16]2)[N:3]=1)=[O:31], predict the reactants needed to synthesize it. The reactants are: Br[C:2]1[N:3]=[C:4]([O:13][CH2:14][CH:15]2[CH2:19][CH2:18][CH2:17][CH2:16]2)[C:5]([N:8]2[CH2:12][CH2:11][CH2:10][CH2:9]2)=[N:6][CH:7]=1.C(N(CC)CC)C.[C]=O.[C:29]([O:32][CH2:33]C)(=[O:31])C. (3) Given the product [Cl:1][C:2]1[CH:7]=[C:6]([O:8][C:9]([F:10])([F:11])[F:12])[CH:5]=[C:4]([Cl:13])[C:3]=1[NH:14][C:15]([NH:17][C:18]1[S:19][C:20]([C:30]2[CH:35]=[CH:34][C:33]([O:36][C:37]([F:40])([F:38])[F:39])=[CH:32][CH:31]=2)=[CH:21][C:22]=1[C:23]([OH:25])=[O:24])=[O:16], predict the reactants needed to synthesize it. The reactants are: [Cl:1][C:2]1[CH:7]=[C:6]([O:8][C:9]([F:12])([F:11])[F:10])[CH:5]=[C:4]([Cl:13])[C:3]=1[NH:14][C:15]([NH:17][C:18]1[S:19][C:20]([C:30]2[CH:35]=[CH:34][C:33]([O:36][C:37]([F:40])([F:39])[F:38])=[CH:32][CH:31]=2)=[CH:21][C:22]=1[C:23]([O:25]C(C)(C)C)=[O:24])=[O:16].C(O)(C(F)(F)F)=O. (4) Given the product [Cl:14][CH2:10][C:6]1[C:5]2[N:4]([CH:3]=[CH:2][N:1]=2)[CH:9]=[CH:8][CH:7]=1, predict the reactants needed to synthesize it. The reactants are: [N:1]1[CH:2]=[CH:3][N:4]2[CH:9]=[CH:8][CH:7]=[C:6]([CH2:10]O)[C:5]=12.S(Cl)([Cl:14])=O. (5) Given the product [C:24]([O:23][C:21]([N:10]1[C:11]2[C:16](=[CH:15][C:14]([O:17][CH2:18][O:19][CH3:20])=[CH:13][CH:12]=2)[C:8]([C:6](=[O:7])[CH:5]=[C:4]([OH:28])[C:3]([OH:29])=[O:2])=[CH:9]1)=[O:22])([CH3:27])([CH3:25])[CH3:26], predict the reactants needed to synthesize it. The reactants are: C[O:2][C:3](=[O:29])[C:4]([OH:28])=[CH:5][C:6]([C:8]1[C:16]2[C:11](=[CH:12][CH:13]=[C:14]([O:17][CH2:18][O:19][CH3:20])[CH:15]=2)[N:10]([C:21]([O:23][C:24]([CH3:27])([CH3:26])[CH3:25])=[O:22])[CH:9]=1)=[O:7].[OH-].[Li+]. (6) Given the product [Cl:1][C:2]1[CH:3]=[C:4]2[C:9](=[CH:10][C:11]=1[C:12]([N:68]1[CH2:69][CH2:70][CH2:71][CH2:72][CH:67]1[CH2:66][N:65]([CH2:63][CH3:64])[CH3:73])=[O:13])[N:8]=[CH:7][N:6]=[C:5]2[NH:15][CH:16]([C:18]1[NH:22][C:21]2[CH:23]=[CH:24][C:25]([Cl:27])=[CH:26][C:20]=2[N:19]=1)[CH3:17], predict the reactants needed to synthesize it. The reactants are: [Cl:1][C:2]1[CH:3]=[C:4]2[C:9](=[CH:10][C:11]=1[C:12](O)=[O:13])[N:8]=[CH:7][N:6]=[C:5]2[NH:15][CH:16]([C:18]1[NH:22][C:21]2[CH:23]=[CH:24][C:25]([Cl:27])=[CH:26][C:20]=2[N:19]=1)[CH3:17].FC1C(OC(N(C)C)=[N+](C)C)=C(F)C(F)=C(F)C=1F.F[P-](F)(F)(F)(F)F.C(N(C(C)C)CC)(C)C.[CH2:63]([N:65]([CH3:73])[CH2:66][CH:67]1[CH2:72][CH2:71][CH2:70][CH2:69][NH:68]1)[CH3:64]. (7) Given the product [Cl:55][C:52]1[CH:51]=[CH:50][C:49]([C@@H:45]([C@@H:41]2[CH2:42][CH2:43][CH2:44][N:40]2[C:38]([O:37][C:33]([CH3:36])([CH3:35])[CH3:34])=[O:39])[C:46](=[O:47])[N:30]2[CH2:29][CH2:28][N:27]([C:19]3[C:18]([C:12]4[CH:13]=[CH:14][CH:15]=[CH:16][CH:17]=4)=[CH:23][N:22]=[C:21]4[NH:24][CH:25]=[CH:26][C:20]=34)[CH2:32][CH2:31]2)=[CH:54][CH:53]=1, predict the reactants needed to synthesize it. The reactants are: CCN(C(C)C)C(C)C.Cl.Cl.[C:12]1([C:18]2[C:19]([N:27]3[CH2:32][CH2:31][NH:30][CH2:29][CH2:28]3)=[C:20]3[CH:26]=[CH:25][NH:24][C:21]3=[N:22][CH:23]=2)[CH:17]=[CH:16][CH:15]=[CH:14][CH:13]=1.[C:33]([O:37][C:38]([N:40]1[CH2:44][CH2:43][CH2:42][C@H:41]1[C@H:45]([C:49]1[CH:54]=[CH:53][C:52]([Cl:55])=[CH:51][CH:50]=1)[C:46](O)=[O:47])=[O:39])([CH3:36])([CH3:35])[CH3:34].CN(C(ON1N=NC2C=CC=CC1=2)=[N+](C)C)C.[B-](F)(F)(F)F. (8) Given the product [NH:11]1[C:10]2[C:5](=[CH:6][CH:7]=[CH:8][CH:9]=2)[N:4]=[CH:3][C:2]1=[O:1], predict the reactants needed to synthesize it. The reactants are: [O:1]=[C:2]1[NH:11][C:10]2[C:5](=[CH:6][CH:7]=[C:8](C(O)=O)[CH:9]=2)[N:4]2C=CC=[C:3]12.CCN=C=NCCCN(C)C.C1C=CC2N(O)N=NC=2C=1.C(N(CC)CC)C.C(Cl)Cl.C(O)(C(F)(F)F)=O.